Dataset: NCI-60 drug combinations with 297,098 pairs across 59 cell lines. Task: Regression. Given two drug SMILES strings and cell line genomic features, predict the synergy score measuring deviation from expected non-interaction effect. (1) Drug 1: COC1=CC(=CC(=C1O)OC)C2C3C(COC3=O)C(C4=CC5=C(C=C24)OCO5)OC6C(C(C7C(O6)COC(O7)C8=CC=CS8)O)O. Drug 2: CCN(CC)CCNC(=O)C1=C(NC(=C1C)C=C2C3=C(C=CC(=C3)F)NC2=O)C. Cell line: ACHN. Synergy scores: CSS=60.8, Synergy_ZIP=0.485, Synergy_Bliss=1.45, Synergy_Loewe=-13.2, Synergy_HSA=1.92. (2) Drug 1: COC1=NC(=NC2=C1N=CN2C3C(C(C(O3)CO)O)O)N. Drug 2: CCCCCOC(=O)NC1=NC(=O)N(C=C1F)C2C(C(C(O2)C)O)O. Cell line: SF-539. Synergy scores: CSS=5.62, Synergy_ZIP=-3.45, Synergy_Bliss=-3.26, Synergy_Loewe=-3.45, Synergy_HSA=-0.928. (3) Drug 1: CS(=O)(=O)CCNCC1=CC=C(O1)C2=CC3=C(C=C2)N=CN=C3NC4=CC(=C(C=C4)OCC5=CC(=CC=C5)F)Cl. Drug 2: C1CNP(=O)(OC1)N(CCCl)CCCl. Cell line: SK-OV-3. Synergy scores: CSS=6.62, Synergy_ZIP=-4.96, Synergy_Bliss=-2.84, Synergy_Loewe=-18.9, Synergy_HSA=-2.27. (4) Drug 1: C1CN1C2=NC(=NC(=N2)N3CC3)N4CC4. Drug 2: C1=CC(=C2C(=C1NCCNCCO)C(=O)C3=C(C=CC(=C3C2=O)O)O)NCCNCCO. Cell line: SK-MEL-28. Synergy scores: CSS=38.2, Synergy_ZIP=-4.61, Synergy_Bliss=-0.131, Synergy_Loewe=3.69, Synergy_HSA=5.57. (5) Drug 1: CC1C(C(=O)NC(C(=O)N2CCCC2C(=O)N(CC(=O)N(C(C(=O)O1)C(C)C)C)C)C(C)C)NC(=O)C3=C4C(=C(C=C3)C)OC5=C(C(=O)C(=C(C5=N4)C(=O)NC6C(OC(=O)C(N(C(=O)CN(C(=O)C7CCCN7C(=O)C(NC6=O)C(C)C)C)C)C(C)C)C)N)C. Drug 2: CC(C)(C#N)C1=CC(=CC(=C1)CN2C=NC=N2)C(C)(C)C#N. Cell line: UACC62. Synergy scores: CSS=-1.89, Synergy_ZIP=0.704, Synergy_Bliss=0.562, Synergy_Loewe=-2.31, Synergy_HSA=-2.07.